This data is from Full USPTO retrosynthesis dataset with 1.9M reactions from patents (1976-2016). The task is: Predict the reactants needed to synthesize the given product. Given the product [NH2:1][C:2]1[N:7]=[CH:6][N:5]=[C:4]([NH:8][C@H:9]([C:11]2[N:16]([C:17]3[CH:22]=[CH:21][CH:20]=[CH:19][CH:18]=3)[C:15](=[O:23])[C:14]3=[CH:24][CH:25]=[CH:26][N:13]3[N:12]=2)[CH3:10])[C:3]=1[C:37]1[CH:38]=[N:39][N:40]([CH2:42][CH2:43][OH:44])[CH:41]=1, predict the reactants needed to synthesize it. The reactants are: [NH2:1][C:2]1[N:7]=[CH:6][N:5]=[C:4]([NH:8][C@H:9]([C:11]2[N:16]([C:17]3[CH:22]=[CH:21][CH:20]=[CH:19][CH:18]=3)[C:15](=[O:23])[C:14]3=[C:24](C)[CH:25]=[CH:26][N:13]3[N:12]=2)[CH3:10])[C:3]=1I.CC1(C)C(C)(C)OB([C:37]2[CH:38]=[N:39][N:40]([CH2:42][CH2:43][OH:44])[CH:41]=2)O1.C(=O)([O-])[O-].[Na+].[Na+].